Dataset: Catalyst prediction with 721,799 reactions and 888 catalyst types from USPTO. Task: Predict which catalyst facilitates the given reaction. Reactant: Cl[C:2](Cl)(Cl)[CH:3]([OH:5])O.Cl.[NH2:9][OH:10].S([O-])([O-])(=O)=O.[Na+].[Na+].[N+:18]([C:21]1[CH:27]=[CH:26][CH:25]=[CH:24][C:22]=1[NH2:23])([O-:20])=[O:19]. Product: [OH:10][N:9]=[CH:2][C:3]([NH:23][C:22]1[CH:24]=[CH:25][CH:26]=[CH:27][C:21]=1[N+:18]([O-:20])=[O:19])=[O:5]. The catalyst class is: 223.